From a dataset of Forward reaction prediction with 1.9M reactions from USPTO patents (1976-2016). Predict the product of the given reaction. (1) Given the reactants [CH3:1][O:2][C:3](=[O:29])[CH2:4][C:5]1[CH:6]=[C:7]([C:13]2[CH:18]=[CH:17][C:16]([C:19]([F:22])([F:21])[F:20])=[CH:15][C:14]=2[CH2:23][NH:24][CH2:25][CH2:26][O:27][CH3:28])[C:8]([O:11][CH3:12])=[CH:9][CH:10]=1.[C:30](Cl)(=[O:32])[CH3:31], predict the reaction product. The product is: [CH3:1][O:2][C:3](=[O:29])[CH2:4][C:5]1[CH:6]=[C:7]([C:13]2[CH:18]=[CH:17][C:16]([C:19]([F:21])([F:20])[F:22])=[CH:15][C:14]=2[CH2:23][N:24]([C:30](=[O:32])[CH3:31])[CH2:25][CH2:26][O:27][CH3:28])[C:8]([O:11][CH3:12])=[CH:9][CH:10]=1. (2) Given the reactants [N+:1]([C:4]1[CH:9]=[C:8]([C:10]([F:13])([F:12])[F:11])[CH:7]=[CH:6][C:5]=1[OH:14])([O-])=O, predict the reaction product. The product is: [NH2:1][C:4]1[CH:9]=[C:8]([C:10]([F:11])([F:12])[F:13])[CH:7]=[CH:6][C:5]=1[OH:14]. (3) Given the reactants I[C:2]1[N:3](C)[N:4]=[C:5]2[CH2:11][CH2:10][CH2:9][CH2:8][CH2:7][C:6]=12.[CH:13]([Mg]Cl)(C)C.[CH2:18]([Sn:22]([CH2:28][CH2:29][CH2:30][CH3:31])([CH2:24][CH2:25][CH2:26][CH3:27])Cl)[CH2:19][CH2:20][CH3:21], predict the reaction product. The product is: [CH3:13][N:4]1[C:5]2[CH2:11][CH2:10][CH2:9][CH2:8][CH2:7][C:6]=2[C:2]([Sn:22]([CH2:28][CH2:29][CH2:30][CH3:31])([CH2:24][CH2:25][CH2:26][CH3:27])[CH2:18][CH2:19][CH2:20][CH3:21])=[N:3]1.